From a dataset of Reaction yield outcomes from USPTO patents with 853,638 reactions. Predict the reaction yield, written as a fraction of the theoretical maximum amount of product (1.0 means a 100% yield; for example, 0.34 means a 34% yield). (1) The reactants are C[O:2][C:3](=[O:37])[C@@H:4]([NH:15][C:16]([C:18]1[C:19]([CH3:36])=[N:20][C:21]([NH:25][CH2:26][CH2:27][CH2:28][C:29]2[CH:34]=[CH:33][CH:32]=[C:31]([OH:35])[CH:30]=2)=[N:22][C:23]=1[CH3:24])=[O:17])[CH2:5][NH:6][C:7]([C:9]1[CH:14]=[N:13][CH:12]=[CH:11][N:10]=1)=[O:8].O.[OH-].[Li+].S([O-])(O)(=O)=O.[K+]. The catalyst is C1COCC1.O. The product is [OH:35][C:31]1[CH:30]=[C:29]([CH2:28][CH2:27][CH2:26][NH:25][C:21]2[N:22]=[C:23]([CH3:24])[C:18]([C:16]([NH:15][C@@H:4]([CH2:5][NH:6][C:7]([C:9]3[CH:14]=[N:13][CH:12]=[CH:11][N:10]=3)=[O:8])[C:3]([OH:37])=[O:2])=[O:17])=[C:19]([CH3:36])[N:20]=2)[CH:34]=[CH:33][CH:32]=1. The yield is 0.800. (2) The reactants are S(Cl)([Cl:3])=O.[NH2:5][C@:6]([CH3:12])([CH2:10][CH3:11])[C:7]([OH:9])=[O:8].[CH3:13]O. No catalyst specified. The product is [ClH:3].[CH3:13][O:8][C:7](=[O:9])[C@@:6]([NH2:5])([CH3:12])[CH2:10][CH3:11]. The yield is 1.00. (3) The reactants are [NH2:1][C:2]1[CH:3]=[C:4]2[C:9](=[C:10]([Cl:12])[CH:11]=1)[N:8]=[CH:7][C:6]([C:13]#[N:14])=[C:5]2[NH:15][C:16]1[CH:21]=[CH:20][C:19]([F:22])=[C:18]([Cl:23])[CH:17]=1.[CH:24]([C:26]1[N:27]=[C:28]([CH3:35])[N:29]([CH2:31][C:32]([NH2:34])=[O:33])[CH:30]=1)=O.[BH3-]C#N.[Na+]. The catalyst is CCO. The product is [Cl:12][C:10]1[CH:11]=[C:2]([NH:1][CH2:24][C:26]2[N:27]=[C:28]([CH3:35])[N:29]([CH2:31][C:32]([NH2:34])=[O:33])[CH:30]=2)[CH:3]=[C:4]2[C:9]=1[N:8]=[CH:7][C:6]([C:13]#[N:14])=[C:5]2[NH:15][C:16]1[CH:21]=[CH:20][C:19]([F:22])=[C:18]([Cl:23])[CH:17]=1. The yield is 0.120. (4) The reactants are [OH:1][CH2:2][C:3]([NH:6][C:7](=[O:16])[O:8][CH2:9][C:10]1[CH:15]=[CH:14][CH:13]=[CH:12][CH:11]=1)([CH3:5])[CH3:4].C(N(CC)[P:20]([O:26][C:27]([CH3:30])([CH3:29])[CH3:28])[O:21][C:22]([CH3:25])([CH3:24])[CH3:23])C.N1C=NN=N1.C1C=C(Cl)C=C(C(OO)=[O:46])C=1. The catalyst is C1COCC1.ClCCl.C(OCC)(=O)C. The product is [C:27]([O:26][P:20]([O:1][CH2:2][C:3]([NH:6][C:7](=[O:16])[O:8][CH2:9][C:10]1[CH:15]=[CH:14][CH:13]=[CH:12][CH:11]=1)([CH3:4])[CH3:5])([O:21][C:22]([CH3:23])([CH3:24])[CH3:25])=[O:46])([CH3:28])([CH3:29])[CH3:30]. The yield is 0.620. (5) The reactants are [F:1][C:2]([F:17])([F:16])[CH2:3][O:4][CH2:5][C:6]1[CH:15]=[CH:14][C:9]([C:10]([O:12]C)=[O:11])=[CH:8][CH:7]=1.[OH-].[Na+].C1COCC1. The catalyst is CO. The product is [F:1][C:2]([F:16])([F:17])[CH2:3][O:4][CH2:5][C:6]1[CH:15]=[CH:14][C:9]([C:10]([OH:12])=[O:11])=[CH:8][CH:7]=1. The yield is 0.980. (6) The reactants are C(N(CC)C(=O)C1C(=CC=CC=1)O)C.[O-]P([O-])([O-])=O.[K+].[K+].[K+].Br[C:24]1[CH:25]=[C:26]([CH3:31])[CH:27]=[C:28]([CH3:30])[CH:29]=1.[CH3:32][C@@H:33]([NH2:40])[C:34]1[CH:39]=[CH:38][CH:37]=[CH:36][CH:35]=1.[OH-].[NH4+].CCCCCCCCCCCC. The catalyst is O.C(OCC)(=O)C.CN(C=O)C. The product is [CH3:30][C:28]1[CH:29]=[C:24]([NH:40][C@H:33]([CH3:32])[C:34]2[CH:39]=[CH:38][CH:37]=[CH:36][CH:35]=2)[CH:25]=[C:26]([CH3:31])[CH:27]=1. The yield is 0.710.